The task is: Regression. Given a peptide amino acid sequence and an MHC pseudo amino acid sequence, predict their binding affinity value. This is MHC class II binding data.. This data is from Peptide-MHC class II binding affinity with 134,281 pairs from IEDB. (1) The peptide sequence is IGYGKATLECQVQTA. The MHC is DRB1_0101 with pseudo-sequence DRB1_0101. The binding affinity (normalized) is 0.161. (2) The peptide sequence is GCLQIVDKIDAAFKI. The MHC is DRB1_0101 with pseudo-sequence DRB1_0101. The binding affinity (normalized) is 0.428. (3) The peptide sequence is NCEALSLVSHIVKWK. The MHC is DRB1_1302 with pseudo-sequence DRB1_1302. The binding affinity (normalized) is 0.173. (4) The peptide sequence is MHWVRQAPGKGLEWV. The MHC is HLA-DQA10101-DQB10501 with pseudo-sequence HLA-DQA10101-DQB10501. The binding affinity (normalized) is 0.0843.